From a dataset of Catalyst prediction with 721,799 reactions and 888 catalyst types from USPTO. Predict which catalyst facilitates the given reaction. Reactant: [CH2:1]([O:3][C:4]([C:6]1[C:7]([CH3:24])=[C:8]([C:17]([O:19][C:20]([CH3:23])([CH3:22])[CH3:21])=[O:18])[NH:9][C:10]=1[CH2:11][C:12]([O:14]CC)=[O:13])=[O:5])[CH3:2].CO.[OH-].[Li+]. Product: [CH2:1]([O:3][C:4]([C:6]1[C:7]([CH3:24])=[C:8]([C:17]([O:19][C:20]([CH3:23])([CH3:22])[CH3:21])=[O:18])[NH:9][C:10]=1[CH2:11][C:12]([OH:14])=[O:13])=[O:5])[CH3:2]. The catalyst class is: 7.